Task: Predict the reactants needed to synthesize the given product.. Dataset: Full USPTO retrosynthesis dataset with 1.9M reactions from patents (1976-2016) (1) Given the product [Cl:1][C:2]1[CH:27]=[CH:26][C:5]([CH2:6][N:7]2[C:15]3[C:10](=[CH:11][C:12]([CH:16]=[C:17]4[S:21][C:20]([N:32]5[CH2:37][CH2:36][CH2:35][C@H:34]([C:38]([OH:40])=[O:39])[CH2:33]5)=[N:19][C:18]4=[O:25])=[CH:13][CH:14]=3)[CH:9]=[N:8]2)=[C:4]([C:28]([F:29])([F:30])[F:31])[CH:3]=1, predict the reactants needed to synthesize it. The reactants are: [Cl:1][C:2]1[CH:27]=[CH:26][C:5]([CH2:6][N:7]2[C:15]3[C:10](=[CH:11][C:12]([CH:16]=[C:17]4[S:21][C:20](SCC)=[N:19][C:18]4=[O:25])=[CH:13][CH:14]=3)[CH:9]=[N:8]2)=[C:4]([C:28]([F:31])([F:30])[F:29])[CH:3]=1.[NH:32]1[CH2:37][CH2:36][CH2:35][C@@H:34]([C:38]([OH:40])=[O:39])[CH2:33]1. (2) Given the product [N:17]1([CH:3]2[CH2:4][C@@H:5]3[CH2:6][NH:7][CH2:8][C@@H:9]3[CH:2]2[OH:1])[CH:21]=[CH:20][N:19]=[CH:18]1, predict the reactants needed to synthesize it. The reactants are: [OH:1][CH:2]1[C@@H:9]2[C@@H:5]([CH2:6][N:7](C(OC(C)(C)C)=O)[CH2:8]2)[CH2:4][CH:3]1[N:17]1[CH:21]=[CH:20][N:19]=[CH:18]1.Cl.O1CCOCC1. (3) Given the product [CH2:20]([NH:22][C:4](=[O:5])[C:3]1[CH:7]=[CH:8][C:9]([B:11]2[O:12][C:13]([CH3:19])([CH3:18])[C:14]([CH3:16])([CH3:17])[O:15]2)=[CH:10][C:2]=1[CH3:1])[CH3:21], predict the reactants needed to synthesize it. The reactants are: [CH3:1][C:2]1[CH:10]=[C:9]([B:11]2[O:15][C:14]([CH3:17])([CH3:16])[C:13]([CH3:19])([CH3:18])[O:12]2)[CH:8]=[CH:7][C:3]=1[C:4](O)=[O:5].[CH2:20]([NH2:22])[CH3:21].C(P1(=O)OP(=O)(CCC)OP(=O)(CCC)O1)CC. (4) Given the product [Cl:15][C:16]1[N:21]=[CH:20][C:19]([C:2]2[C:11]3[C:6](=[CH:7][CH:8]=[C:9]([C:12]([NH2:14])=[O:13])[CH:10]=3)[CH:5]=[N:4][CH:3]=2)=[CH:18][CH:17]=1, predict the reactants needed to synthesize it. The reactants are: Br[C:2]1[C:11]2[C:6](=[CH:7][CH:8]=[C:9]([C:12]([NH2:14])=[O:13])[CH:10]=2)[CH:5]=[N:4][CH:3]=1.[Cl:15][C:16]1[N:21]=[CH:20][C:19](B(O)O)=[CH:18][CH:17]=1.C(=O)([O-])[O-].[Cs+].[Cs+]. (5) Given the product [OH:8][CH2:7][C@H:2]([NH:1][CH2:10][CH2:9][CH2:15][S:12]([OH:14])(=[O:13])=[O:11])[CH2:3][CH:4]([CH3:6])[CH3:5], predict the reactants needed to synthesize it. The reactants are: [NH2:1][C@@H:2]([CH2:7][OH:8])[CH2:3][CH:4]([CH3:6])[CH3:5].[CH2:9]1[CH2:15][S:12](=[O:14])(=[O:13])[O:11][CH2:10]1. (6) Given the product [NH2:87][C@H:77]([C:61]1[C:60]([C:57]2[CH:58]=[CH:59][C:51]([Cl:50])=[C:52]3[C:56]=2[N:55]([CH3:94])[N:54]=[C:53]3[NH:95][S:96]([CH3:99])(=[O:98])=[O:97])=[CH:65][CH:64]=[C:63]([C:66]#[C:67][C:68]([CH3:76])([N:70]2[C:74](=[O:75])[NH:73][N:72]=[CH:71]2)[CH3:69])[N:62]=1)[CH2:78][C:79]1[CH:80]=[C:81]([F:86])[CH:82]=[C:83]([F:85])[CH:84]=1, predict the reactants needed to synthesize it. The reactants are: N[C@H](C1N=C(C#C[C@@]2(C)OCCN(C(OC(C)(C)C)=O)C2)C=CC=1C1C=CC(Cl)=C2C=1N(C)N=C2NS(C)(=O)=O)CC1C=C(F)C=C(F)C=1.[Cl:50][C:51]1[CH:59]=[CH:58][C:57]([C:60]2[C:61]([C@@H:77]([NH:87]C(=O)C(F)(F)F)[CH2:78][C:79]3[CH:84]=[C:83]([F:85])[CH:82]=[C:81]([F:86])[CH:80]=3)=[N:62][C:63]([C:66]#[C:67][C:68]([CH3:76])([N:70]3[C:74](=[O:75])[NH:73][N:72]=[CH:71]3)[CH3:69])=[CH:64][CH:65]=2)=[C:56]2[C:52]=1[C:53]([NH:95][S:96]([CH3:99])(=[O:98])=[O:97])=[N:54][N:55]2[CH3:94].